This data is from Forward reaction prediction with 1.9M reactions from USPTO patents (1976-2016). The task is: Predict the product of the given reaction. (1) Given the reactants C(OC(N1C(C(=O)N[C@H](C(OC)=O)CC2C=CC(C3C=CC(C#N)=CC=3)=CC=2)CC2C=C3C([O:13][C@@H:14]([C:46]4[CH:51]=[CH:50][C:49](O)=[CH:48][CH:47]=4)C(=O)N3)=CC=2C1)=O)(C)(C)C.Cl.C[O:55][C:56](=[O:111])[C@@H:57]([NH:73][C:74]([CH:76]1[CH2:89][C:88]2[CH:87]=[C:86]3[C:81]([O:82][C@@H:83]([C:91]4[CH:96]=[CH:95][C:94]([O:97][CH2:98][C:99]5[CH:104]=[CH:103][C:102]([O:105][CH3:106])=[C:101]([C:107]([F:110])([F:109])[F:108])[CH:100]=5)=[CH:93][CH:92]=4)[C:84](=[O:90])[NH:85]3)=[CH:80][C:79]=2[CH2:78][NH:77]1)=[O:75])[CH2:58][C:59]1[CH:64]=[CH:63][C:62]([C:65]2[CH:70]=[CH:69][C:68]([C:71]#[N:72])=[CH:67][CH:66]=2)=[CH:61][CH:60]=1, predict the reaction product. The product is: [C:14]([N:77]1[CH:76]([C:74]([NH:73][C@@H:57]([CH2:58][C:59]2[CH:60]=[CH:61][C:62]([C:65]3[CH:70]=[CH:69][C:68]([C:71]#[N:72])=[CH:67][CH:66]=3)=[CH:63][CH:64]=2)[C:56]([OH:55])=[O:111])=[O:75])[CH2:89][C:88]2[CH:87]=[C:86]3[C:81]([O:82][C@@H:83]([C:91]4[CH:92]=[CH:93][C:94]([O:97][CH2:98][C:99]5[CH:104]=[CH:103][C:102]([O:105][CH3:106])=[C:101]([C:107]([F:110])([F:108])[F:109])[CH:100]=5)=[CH:95][CH:96]=4)[C:84](=[O:90])[NH:85]3)=[CH:80][C:79]=2[CH2:78]1)(=[O:13])[C:46]1[CH:51]=[CH:50][CH:49]=[CH:48][CH:47]=1. (2) Given the reactants [CH3:1][O:2][C:3]1[CH:4]=[C:5]([C:9]2([C:16]([NH:18][S:19](=[O:34])(=[O:33])[O:20][C:21]3[C:26]([CH:27]([CH3:29])[CH3:28])=[CH:25][CH:24]=[CH:23][C:22]=3[CH:30]([CH3:32])[CH3:31])=[O:17])[CH2:14][CH2:13][C:12](=[O:15])[CH2:11][CH2:10]2)[CH:6]=[CH:7][CH:8]=1.[C:35]1([Li])[CH:40]=[CH:39][CH:38]=[CH:37][CH:36]=1.N, predict the reaction product. The product is: [OH:15][C:12]1([C:35]2[CH:40]=[CH:39][CH:38]=[CH:37][CH:36]=2)[CH2:13][CH2:14][C:9]([C:16]([NH:18][S:19](=[O:34])(=[O:33])[O:20][C:21]2[C:26]([CH:27]([CH3:28])[CH3:29])=[CH:25][CH:24]=[CH:23][C:22]=2[CH:30]([CH3:32])[CH3:31])=[O:17])([C:5]2[CH:6]=[CH:7][CH:8]=[C:3]([O:2][CH3:1])[CH:4]=2)[CH2:10][CH2:11]1. (3) Given the reactants [Cl:1][C:2]1[NH:7][C:6]2=[N:8][CH:9]=[C:10]([I:11])[C:5]2=[C:4]([Cl:12])[N:3]=1.[S:13](Cl)([C:16]1[CH:22]=[CH:21][C:19]([CH3:20])=[CH:18][CH:17]=1)(=[O:15])=[O:14].C(N(C(C)C)CC)(C)C, predict the reaction product. The product is: [Cl:1][C:2]1[N:3]=[C:4]([Cl:12])[C:5]2[C:10]([I:11])=[CH:9][N:8]([S:13]([C:16]3[CH:22]=[CH:21][C:19]([CH3:20])=[CH:18][CH:17]=3)(=[O:15])=[O:14])[C:6]=2[N:7]=1. (4) Given the reactants [CH:1]1([NH:4][C:5]([C:7]2[CH:8]=[C:9]([F:31])[C:10]([CH3:30])=[C:11]([C:13]3[C:14]([C:27](O)=[O:28])=[CH:15][C:16]([C:19]([NH:21][CH2:22][C:23]([CH3:26])([CH3:25])[CH3:24])=[O:20])=[CH:17][CH:18]=3)[CH:12]=2)=[O:6])[CH2:3][CH2:2]1.C(Cl)CCl.C1C=CC2N(O)N=NC=2C=1.CCN(CC)CC.[CH2:53]([N:55]1[CH2:59][CH2:58][CH2:57][CH:56]1[CH2:60][NH2:61])[CH3:54], predict the reaction product. The product is: [CH:1]1([NH:4][C:5]([C:7]2[CH:12]=[C:11]([C:13]3[C:14]([C:27]([NH:61][CH2:60][CH:56]4[CH2:57][CH2:58][CH2:59][N:55]4[CH2:53][CH3:54])=[O:28])=[CH:15][C:16]([C:19]([NH:21][CH2:22][C:23]([CH3:26])([CH3:25])[CH3:24])=[O:20])=[CH:17][CH:18]=3)[C:10]([CH3:30])=[C:9]([F:31])[CH:8]=2)=[O:6])[CH2:2][CH2:3]1. (5) Given the reactants [CH3:1][O:2][C:3]1[CH:8]=[CH:7][C:6]([C:9]2O[C:13](=[O:15])[C:12]3[CH:16]=[CH:17][CH:18]=[CH:19][C:11]=3[N:10]=2)=[CH:5][CH:4]=1.[CH2:20]([NH2:28])[CH2:21][C:22]1[CH:27]=[CH:26][CH:25]=[CH:24][CH:23]=1, predict the reaction product. The product is: [CH3:1][O:2][C:3]1[CH:4]=[CH:5][C:6]([C:9]2[N:28]([CH2:20][CH2:21][C:22]3[CH:27]=[CH:26][CH:25]=[CH:24][CH:23]=3)[C:13](=[O:15])[C:12]3[C:11](=[CH:19][CH:18]=[CH:17][CH:16]=3)[N:10]=2)=[CH:7][CH:8]=1. (6) Given the reactants [CH3:1][C@H:2]1[O:7][C@@H:6]([C:8]([F:11])([F:10])[F:9])[CH2:5][N:4]([C:12]2[CH:19]=[CH:18][C:17]([N+:20]([O-:22])=[O:21])=[CH:16][C:13]=2[CH:14]=O)[CH2:3]1.[NH:23]1[C:30](=[O:31])[CH2:29][C:27](=[O:28])[NH:26][C:24]1=[O:25], predict the reaction product. The product is: [CH3:1][C@@H:2]1[C@H:3]2[C:29]3([CH2:14][C:13]4[C:12]([N:4]2[CH2:5][C@H:6]([C:8]([F:10])([F:9])[F:11])[O:7]1)=[CH:19][CH:18]=[C:17]([N+:20]([O-:22])=[O:21])[CH:16]=4)[C:27](=[O:28])[NH:26][C:24](=[O:25])[NH:23][C:30]3=[O:31]. (7) Given the reactants O[CH2:2][CH:3]1[CH2:7][O:6][C:5]2([CH2:12][CH2:11][N:10]([CH2:13][CH2:14][C:15]3[CH:20]=[CH:19][CH:18]=[CH:17][CH:16]=3)[CH2:9][CH2:8]2)[O:4]1.C1(C)C=CC(S(O)(=O)=O)=CC=1.[NH:32]1[CH2:37][CH2:36][O:35][CH2:34][CH2:33]1, predict the reaction product. The product is: [N:32]1([CH2:2][CH:3]2[CH2:7][O:6][C:5]3([CH2:8][CH2:9][N:10]([CH2:13][CH2:14][C:15]4[CH:16]=[CH:17][CH:18]=[CH:19][CH:20]=4)[CH2:11][CH2:12]3)[O:4]2)[CH2:37][CH2:36][O:35][CH2:34][CH2:33]1. (8) Given the reactants [N:1]1[CH:6]=[CH:5][N:4]=[CH:3][C:2]=1[C:7]1[CH2:11][CH:10]([C:12]2[CH:17]=[CH:16][CH:15]=[CH:14][C:13]=2[OH:18])[NH:9][N:8]=1.[C:19]([O:23][C:24]([NH:26][CH2:27][C:28]1[CH:33]=[CH:32][CH:31]=[CH:30][C:29]=1[C:34]1[S:38][C:37]([C:39](O)=[O:40])=[CH:36][CH:35]=1)=[O:25])([CH3:22])([CH3:21])[CH3:20].CCN=C=NCCCN(C)C, predict the reaction product. The product is: [OH:18][C:13]1[CH:14]=[CH:15][CH:16]=[CH:17][C:12]=1[CH:10]1[N:9]([C:39]([C:37]2[S:38][C:34]([C:29]3[CH:30]=[CH:31][CH:32]=[CH:33][C:28]=3[CH2:27][NH:26][C:24](=[O:25])[O:23][C:19]([CH3:22])([CH3:21])[CH3:20])=[CH:35][CH:36]=2)=[O:40])[N:8]=[C:7]([C:2]2[CH:3]=[N:4][CH:5]=[CH:6][N:1]=2)[CH2:11]1. (9) Given the reactants [NH:1]1[C:5]2[CH:6]=[CH:7][CH:8]=[C:9]([C:10]([N:12]3[CH2:17][CH2:16][C:15]4([C:29]5[CH:28]=[N:27][N:26]([CH3:30])[C:25]=5[C:24]5[CH:23]=[CH:22][CH:21]=[CH:20][C:19]=5[O:18]4)[CH2:14][CH2:13]3)=[O:11])[C:4]=2[N:3]=[CH:2]1.[H-].[Na+].[CH3:33]I, predict the reaction product. The product is: [CH3:33][N:3]1[C:4]2[C:9]([C:10]([N:12]3[CH2:17][CH2:16][C:15]4([C:29]5[CH:28]=[N:27][N:26]([CH3:30])[C:25]=5[C:24]5[CH:23]=[CH:22][CH:21]=[CH:20][C:19]=5[O:18]4)[CH2:14][CH2:13]3)=[O:11])=[CH:8][CH:7]=[CH:6][C:5]=2[N:1]=[CH:2]1.